Dataset: Forward reaction prediction with 1.9M reactions from USPTO patents (1976-2016). Task: Predict the product of the given reaction. (1) Given the reactants [CH:1]1([N:5]2[CH2:11][CH2:10][C:9]3[S:12][C:13]([C:15]4[CH:23]=[CH:22][C:18]([C:19]([OH:21])=O)=[CH:17][CH:16]=4)=[N:14][C:8]=3[CH2:7][CH2:6]2)[CH2:4][CH2:3][CH2:2]1.[NH:24]1[CH2:28][CH2:27][CH2:26][CH2:25]1, predict the reaction product. The product is: [CH:1]1([N:5]2[CH2:11][CH2:10][C:9]3[S:12][C:13]([C:15]4[CH:16]=[CH:17][C:18]([C:19]([N:24]5[CH2:28][CH2:27][CH2:26][CH2:25]5)=[O:21])=[CH:22][CH:23]=4)=[N:14][C:8]=3[CH2:7][CH2:6]2)[CH2:2][CH2:3][CH2:4]1. (2) Given the reactants [C:1]1([C:7]#[C:8][C:9]2[C:14]([C:15](=[O:17])[CH3:16])=[CH:13][CH:12]=[CH:11][N:10]=2)[CH:6]=[CH:5][CH:4]=[CH:3][CH:2]=1.[OH-].[Na+].O.C([O-])(O)=O.[Na+], predict the reaction product. The product is: [C:1]1([C:7]2[CH:16]=[C:15]([OH:17])[C:14]3[CH:13]=[CH:12][CH:11]=[N:10][C:9]=3[CH:8]=2)[CH:2]=[CH:3][CH:4]=[CH:5][CH:6]=1. (3) Given the reactants [CH2:1]([NH:3][C:4](=[O:19])[CH:5]([C:7]1[CH:12]=[CH:11][C:10]([CH:13]2[CH2:18][CH2:17][NH:16][CH2:15][CH2:14]2)=[CH:9][CH:8]=1)[CH3:6])[CH3:2].[Cl:20][C:21]1[N:26]=[C:25](Cl)[CH:24]=[CH:23][N:22]=1, predict the reaction product. The product is: [Cl:20][C:21]1[N:26]=[C:25]([N:16]2[CH2:17][CH2:18][CH:13]([C:10]3[CH:11]=[CH:12][C:7]([CH:5]([CH3:6])[C:4]([NH:3][CH2:1][CH3:2])=[O:19])=[CH:8][CH:9]=3)[CH2:14][CH2:15]2)[CH:24]=[CH:23][N:22]=1. (4) Given the reactants C1(C2C3C(=CC(C(O)=O)=CC=3)N(CC(N3CCOCC3)=O)C=2C2C=CC(C3C=CC(N(C)C)=CC=3)=CC=2)CCCCC1.C[O:44][C:45]([C:47]1[CH:55]=[C:54]2[C:50]([C:51]([CH:79]3[CH2:84][CH2:83][CH2:82][CH2:81][CH2:80]3)=[C:52]([C:65]3[CH:70]=[CH:69][C:68](OS(C(F)(F)F)(=O)=O)=[CH:67][CH:66]=3)[N:53]2[CH2:56][C:57]([N:59]2[CH2:64][CH2:63][O:62][CH2:61][CH2:60]2)=[O:58])=[CH:49][CH:48]=1)=[O:46].[Cl:85][C:86]1[S:90][C:89](B(O)O)=[CH:88][CH:87]=1, predict the reaction product. The product is: [Cl:85][C:86]1[S:90][C:89]([C:68]2[CH:69]=[CH:70][C:65]([C:52]3[N:53]([CH2:56][C:57]([N:59]4[CH2:60][CH2:61][O:62][CH2:63][CH2:64]4)=[O:58])[C:54]4[C:50]([C:51]=3[CH:79]3[CH2:80][CH2:81][CH2:82][CH2:83][CH2:84]3)=[CH:49][CH:48]=[C:47]([C:45]([OH:44])=[O:46])[CH:55]=4)=[CH:66][CH:67]=2)=[CH:88][CH:87]=1. (5) Given the reactants [C:1]1([S:7]([O-:9])=[O:8])[CH:6]=[CH:5][CH:4]=[CH:3][CH:2]=1.[Na+].[CH3:11][C:12]([C:14]1[CH:19]=[CH:18][C:17](F)=[CH:16][CH:15]=1)=[O:13].O, predict the reaction product. The product is: [C:1]1([S:7]([C:17]2[CH:18]=[CH:19][C:14]([C:12](=[O:13])[CH3:11])=[CH:15][CH:16]=2)(=[O:9])=[O:8])[CH:6]=[CH:5][CH:4]=[CH:3][CH:2]=1.